From a dataset of Reaction yield outcomes from USPTO patents with 853,638 reactions. Predict the reaction yield, written as a fraction of the theoretical maximum amount of product (1.0 means a 100% yield; for example, 0.34 means a 34% yield). (1) The reactants are [F:1][C:2]1[CH:7]=[CH:6][C:5]([CH2:8][C:9]2[C:10]([N:16]3[CH2:22][C:21]4[CH:23]=[C:24]([C:27]5[S:31][C:30]([NH:32]C(=O)C)=[N:29][CH:28]=5)[CH:25]=[CH:26][C:20]=4[O:19][CH2:18][CH2:17]3)=[N:11][CH:12]=[N:13][C:14]=2[CH3:15])=[CH:4][CH:3]=1.[OH-].[Na+]. The catalyst is Cl. The product is [F:1][C:2]1[CH:7]=[CH:6][C:5]([CH2:8][C:9]2[C:10]([N:16]3[CH2:22][C:21]4[CH:23]=[C:24]([C:27]5[S:31][C:30]([NH2:32])=[N:29][CH:28]=5)[CH:25]=[CH:26][C:20]=4[O:19][CH2:18][CH2:17]3)=[N:11][CH:12]=[N:13][C:14]=2[CH3:15])=[CH:4][CH:3]=1. The yield is 0.620. (2) The catalyst is C(O)(=O)C. The yield is 0.610. The reactants are [NH2:1][C:2]1[C:17]([C:18]([F:21])([F:20])[F:19])=[CH:16][CH:15]=[CH:14][C:3]=1[C:4]([NH:6][C:7]1[CH:12]=[CH:11][CH:10]=[CH:9][C:8]=1[Cl:13])=[O:5].[Cl:22][CH2:23][C:24](Cl)=O. The product is [Cl:22][CH2:23][C:24]1[N:6]([C:7]2[CH:12]=[CH:11][CH:10]=[CH:9][C:8]=2[Cl:13])[C:4](=[O:5])[C:3]2[C:2](=[C:17]([C:18]([F:21])([F:19])[F:20])[CH:16]=[CH:15][CH:14]=2)[N:1]=1. (3) The reactants are [CH3:1][C:2]1[C:10]2[N:9]=[N:8][NH:7][C:6]=2[CH:5]=[CH:4][CH:3]=1.[O-:11][Mn](=O)(=O)=O.[K+].[OH2:17]. No catalyst specified. The product is [NH:7]1[C:6]2[CH:5]=[CH:4][CH:3]=[C:2]([C:1]([OH:11])=[O:17])[C:10]=2[N:9]=[N:8]1. The yield is 0.400. (4) The reactants are [N:1]1[CH:6]=[CH:5][CH:4]=[C:3]([S:7](Cl)(=[O:9])=[O:8])[CH:2]=1.Cl.[S:12]1[CH:16]=[CH:15][N:14]=[C:13]1[C:17]1[CH:24]=[CH:23][C:20]([CH2:21][NH2:22])=[CH:19][CH:18]=1.Cl.C1(C2N=NC(CN)=CC=2)C=CC=CC=1. No catalyst specified. The product is [S:12]1[CH:16]=[CH:15][N:14]=[C:13]1[C:17]1[CH:18]=[CH:19][C:20]([CH2:21][NH:22][S:7]([C:3]2[CH:2]=[N:1][CH:6]=[CH:5][CH:4]=2)(=[O:9])=[O:8])=[CH:23][CH:24]=1. The yield is 0.800. (5) The reactants are C[O:2][C:3](=O)[CH2:4][C:5]([NH:7][C:8]1[CH:13]=[CH:12][C:11]([CH2:14][O:15][C:16]2[CH:21]=[CH:20][CH:19]=[C:18]([F:22])[CH:17]=2)=[CH:10][CH:9]=1)=[O:6].[OH-].[NH4+:25]. No catalyst specified. The product is [F:22][C:18]1[CH:17]=[C:16]([CH:21]=[CH:20][CH:19]=1)[O:15][CH2:14][C:11]1[CH:12]=[CH:13][C:8]([NH:7][C:5](=[O:6])[CH2:4][C:3]([NH2:25])=[O:2])=[CH:9][CH:10]=1. The yield is 0.370. (6) The reactants are Cl[C:2]1[CH:3]=[C:4]([C:14]([NH:16][CH2:17][C:18]2[C:19](=[O:26])[NH:20][C:21]([CH3:25])=[CH:22][C:23]=2[CH3:24])=[O:15])[C:5]2[CH:10]=[N:9][N:8]([CH:11]([CH3:13])[CH3:12])[C:6]=2[N:7]=1.[O:27]1[CH2:32][CH2:31][CH:30]([NH2:33])[CH2:29][CH2:28]1. The catalyst is CCO. The product is [CH3:24][C:23]1[CH:22]=[C:21]([CH3:25])[NH:20][C:19](=[O:26])[C:18]=1[CH2:17][NH:16][C:14]([C:4]1[C:5]2[CH:10]=[N:9][N:8]([CH:11]([CH3:13])[CH3:12])[C:6]=2[N:7]=[C:2]([NH:33][CH:30]2[CH2:31][CH2:32][O:27][CH2:28][CH2:29]2)[CH:3]=1)=[O:15]. The yield is 0.640.